Dataset: Full USPTO retrosynthesis dataset with 1.9M reactions from patents (1976-2016). Task: Predict the reactants needed to synthesize the given product. (1) Given the product [CH3:1][N:2]1[C:11]2[C:6](=[CH:7][C:8]([C:18]([F:19])([F:21])[F:20])=[C:9]([C:12]3[CH:13]=[N:14][N:15]([CH3:17])[CH:16]=3)[CH:10]=2)[N:5]([C:23]2[C:27]3[CH2:28][N:29]([C:32]([O:34][C:35]([CH3:37])([CH3:38])[CH3:36])=[O:33])[CH2:30][CH2:31][C:26]=3[N:25]([CH:39]3[CH2:40][CH2:41][O:42][CH2:43][CH2:44]3)[N:24]=2)[CH2:4][CH2:3]1, predict the reactants needed to synthesize it. The reactants are: [CH3:1][N:2]1[C:11]2[C:6](=[CH:7][C:8]([C:18]([F:21])([F:20])[F:19])=[C:9]([C:12]3[CH:13]=[N:14][N:15]([CH3:17])[CH:16]=3)[CH:10]=2)[NH:5][CH2:4][CH2:3]1.Br[C:23]1[C:27]2[CH2:28][N:29]([C:32]([O:34][C:35]([CH3:38])([CH3:37])[CH3:36])=[O:33])[CH2:30][CH2:31][C:26]=2[N:25]([CH:39]2[CH2:44][CH2:43][O:42][CH2:41][CH2:40]2)[N:24]=1.C(O[Na])(C)(C)C.C1(P(C2CCCCC2)C2C=CC=CC=2C2C(OC(C)C)=CC=CC=2OC(C)C)CCCCC1. (2) Given the product [CH3:35][O:34][C:31]1[CH:3]=[C:4]([CH:28]=[C:29]([O:32][CH3:33])[CH:30]=1)[CH2:5][C:6]1([OH:27])[C:14]2[C:9](=[CH:10][CH:11]=[CH:12][C:13]=2[C:15]#[C:16][C:17]2[CH:26]=[CH:25][C:20]([C:21]([O:23][CH3:24])=[O:22])=[CH:19][CH:18]=2)[CH2:8][CH2:7]1, predict the reactants needed to synthesize it. The reactants are: CO[C:3]1[CH:31]=[CH:30][C:29]([O:32][CH3:33])=[CH:28][C:4]=1[CH2:5][C:6]1([OH:27])[C:14]2[C:9](=[CH:10][CH:11]=[CH:12][C:13]=2[CH2:15][CH2:16][C:17]2[CH:26]=[CH:25][C:20]([C:21]([O:23][CH3:24])=[O:22])=[CH:19][CH:18]=2)[CH2:8][CH2:7]1.[O:34]=[C:35]1C2C(=CC=CC=2C#CC2C=CC(C(OC)=O)=CC=2)CC1.COC1C=C(C=C(OC)C=1)C[Mg]Br. (3) Given the product [CH2:1]([O:8][C:9]1[C:18]2[C:13](=[CH:14][C:15]([NH:31][CH2:30][C:29]3[CH:32]=[CH:33][C:26]([O:25][CH3:24])=[CH:27][CH:28]=3)=[CH:16][CH:17]=2)[CH:12]=[N:11][C:10]=1[C:20]([O:22][CH3:23])=[O:21])[C:2]1[CH:7]=[CH:6][CH:5]=[CH:4][CH:3]=1, predict the reactants needed to synthesize it. The reactants are: [CH2:1]([O:8][C:9]1[C:18]2[C:13](=[CH:14][C:15](Br)=[CH:16][CH:17]=2)[CH:12]=[N:11][C:10]=1[C:20]([O:22][CH3:23])=[O:21])[C:2]1[CH:7]=[CH:6][CH:5]=[CH:4][CH:3]=1.[CH3:24][O:25][C:26]1[CH:33]=[CH:32][C:29]([CH2:30][NH2:31])=[CH:28][CH:27]=1.N1CCC[C@H]1C(O)=O.C([O-])([O-])=O.[K+].[K+]. (4) Given the product [Cl:11][C:10]1[C:2]2[N:1]=[C:22]([C:23]3[CH:31]=[CH:30][CH:29]=[CH:28][C:24]=3[CH3:25])[O:5][C:4](=[O:6])[C:3]=2[CH:7]=[CH:8][CH:9]=1, predict the reactants needed to synthesize it. The reactants are: [NH2:1][C:2]1[C:10]([Cl:11])=[CH:9][CH:8]=[CH:7][C:3]=1[C:4]([OH:6])=[O:5].FC1C=CC=CC=1C(Cl)=O.[CH3:22][C:23]1[CH:31]=[CH:30][CH:29]=[CH:28][C:24]=1[C:25](Cl)=O. (5) The reactants are: [Cl:1][C:2]1[C:3]([F:20])=[C:4]([C:13]2[N:18]=[CH:17][N:16]=[C:15]([OH:19])[CH:14]=2)[C:5]([N:8]2[CH:12]=[CH:11][N:10]=[N:9]2)=[CH:6][CH:7]=1.CN(C(ON1N=NC2C=CC=NC1=2)=[N+](C)C)C.F[P-](F)(F)(F)(F)F.C1CCN2C(=NCCC2)CC1.Cl.N[C@@H:58]1[C:74]2[CH:75]=[C:70]([CH:71]=[CH:72][CH:73]=2)[C:69]2[N:68]([CH3:76])[N:67]=[CH:66][C:65]=2[NH:64][C:63](=[O:77])[C@H:62]([CH3:78])[CH2:61][CH2:60][CH2:59]1. Given the product [Cl:1][C:2]1[C:3]([F:20])=[C:4]([C:13]2[N:18]=[CH:17][N:16]([C@@H:58]3[C:74]4[CH:75]=[C:70]([CH:71]=[CH:72][CH:73]=4)[C:69]4[N:68]([CH3:76])[N:67]=[CH:66][C:65]=4[NH:64][C:63](=[O:77])[C@H:62]([CH3:78])[CH2:61][CH2:60][CH2:59]3)[C:15](=[O:19])[CH:14]=2)[C:5]([N:8]2[CH:12]=[CH:11][N:10]=[N:9]2)=[CH:6][CH:7]=1, predict the reactants needed to synthesize it. (6) Given the product [NH:1]1[O:12][CH2:10][S:4][CH2:3][CH:2]1[C:5]([OH:7])=[O:6], predict the reactants needed to synthesize it. The reactants are: [NH2:1][C@H:2]([C:5]([OH:7])=[O:6])[CH2:3][SH:4].[Na].Cl.[CH2:10]([OH:12])C. (7) Given the product [Cl:8][C:9]1[CH:14]=[C:13]([Cl:15])[CH:12]=[CH:11][C:10]=1[CH2:16][N:17]([CH2:28][C:24]1[N:23]([C:19]2[S:18][CH:2]=[CH:3][N:20]=2)[CH:27]=[CH:26][CH:25]=1)[CH2:28][C:24]1[N:23]([C:19]2[S:18][CH:22]=[CH:21][N:20]=2)[CH:27]=[CH:26][CH:25]=1, predict the reactants needed to synthesize it. The reactants are: F[C:2](F)(F)[C:3]([O-])=O.[Cl:8][C:9]1[CH:14]=[C:13]([Cl:15])[CH:12]=[CH:11][C:10]=1[CH2:16][NH2:17].[S:18]1[CH:22]=[CH:21][N:20]=[C:19]1[N:23]1[CH:27]=[CH:26][CH:25]=[C:24]1[CH:28]=O.